Dataset: Full USPTO retrosynthesis dataset with 1.9M reactions from patents (1976-2016). Task: Predict the reactants needed to synthesize the given product. (1) Given the product [N:1]1([C:6]2([C:9]3[NH:19][C:18]4=[N:17][C:16]([N:20]5[CH2:25][CH2:24][CH2:23][C@@H:22]([C:26]([N:28]6[CH2:32][CH2:31][CH2:30][CH2:29]6)=[O:27])[CH2:21]5)=[CH:15][CH:14]=[C:13]4[N:12]=3)[CH2:7][CH2:8]2)[CH:5]=[CH:4][N:3]=[CH:2]1, predict the reactants needed to synthesize it. The reactants are: [N:1]1([C:6]2([CH:9]=O)[CH2:8][CH2:7]2)[CH:5]=[CH:4][N:3]=[CH:2]1.[S].[NH2:12][C:13]1[CH:14]=[CH:15][C:16]([N:20]2[CH2:25][CH2:24][CH2:23][C@@H:22]([C:26]([N:28]3[CH2:32][CH2:31][CH2:30][CH2:29]3)=[O:27])[CH2:21]2)=[N:17][C:18]=1[NH2:19]. (2) Given the product [C:31]([O:30][C:28](=[O:29])[NH:1][C:2]1[CH:7]=[CH:6][C:5]([S:8][C:9]2[CH:24]=[CH:23][C:12]([C:13](=[O:14])[NH:15][C:16]3[CH:21]=[CH:20][C:19]([Br:22])=[CH:18][CH:17]=3)=[CH:11][C:10]=2[N+:25]([O-:27])=[O:26])=[CH:4][CH:3]=1)([CH3:34])([CH3:33])[CH3:32], predict the reactants needed to synthesize it. The reactants are: [NH2:1][C:2]1[CH:7]=[CH:6][C:5]([S:8][C:9]2[CH:24]=[CH:23][C:12]([C:13]([NH:15][C:16]3[CH:21]=[CH:20][C:19]([Br:22])=[CH:18][CH:17]=3)=[O:14])=[CH:11][C:10]=2[N+:25]([O-:27])=[O:26])=[CH:4][CH:3]=1.[C:28](O[C:28]([O:30][C:31]([CH3:34])([CH3:33])[CH3:32])=[O:29])([O:30][C:31]([CH3:34])([CH3:33])[CH3:32])=[O:29]. (3) Given the product [OH:33][C@@H:30]1[CH2:31][CH2:32][N:28]([C:9]2[C:8]([C:38]3[CH:37]=[CH:36][NH:35][N:34]=3)=[CH:27][C:12]([C:13]([NH:15][C:16]3[CH:21]=[CH:20][C:19]([O:22][C:23]([F:26])([F:25])[F:24])=[CH:18][CH:17]=3)=[O:14])=[CH:11][N:10]=2)[CH2:29]1, predict the reactants needed to synthesize it. The reactants are: COCCOC.Br[C:8]1[C:9]([N:28]2[CH2:32][CH2:31][C@@H:30]([OH:33])[CH2:29]2)=[N:10][CH:11]=[C:12]([CH:27]=1)[C:13]([NH:15][C:16]1[CH:21]=[CH:20][C:19]([O:22][C:23]([F:26])([F:25])[F:24])=[CH:18][CH:17]=1)=[O:14].[NH:34]1[CH:38]=[CH:37][C:36](B(O)O)=[N:35]1.C([O-])([O-])=O.[Na+].[Na+]. (4) Given the product [SH:31][CH2:30][CH2:29][CH2:28][C:27]([N:6]([CH2:5][C:4]1[CH:8]=[CH:9][CH:10]=[CH:11][C:3]=1[O:2][CH3:1])[CH3:7])=[O:32], predict the reactants needed to synthesize it. The reactants are: [CH3:1][O:2][C:3]1[CH:11]=[CH:10][CH:9]=[CH:8][C:4]=1[CH2:5][NH:6][CH3:7].C12(CS(O)(=O)=O)C(C)(C)C(CC1)CC2=O.[C:27]1(=[S:32])[O:31][CH2:30][CH2:29][CH2:28]1. (5) Given the product [CH3:12][C:10]1[CH:11]=[C:3]([CH2:2][N:1]2[CH2:32][CH2:31][N:29]([CH3:30])[CH2:28][CH2:27]2)[CH:4]=[C:5]2[C:9]=1[C:8](=[O:13])[N:7]([CH2:14][C:15]1[CH:20]=[CH:19][C:18]([O:21][C:22]([F:25])([F:23])[F:24])=[CH:17][CH:16]=1)[CH2:6]2, predict the reactants needed to synthesize it. The reactants are: [NH2:1][CH2:2][C:3]1[CH:4]=[C:5]2[C:9](=[C:10]([CH3:12])[CH:11]=1)[C:8](=[O:13])[N:7]([CH2:14][C:15]1[CH:20]=[CH:19][C:18]([O:21][C:22]([F:25])([F:24])[F:23])=[CH:17][CH:16]=1)[CH2:6]2.Cl[CH2:27][CH2:28][N:29]([CH2:31][CH2:32]Cl)[CH3:30].C([O-])([O-])=O.[K+].[K+].